This data is from Catalyst prediction with 721,799 reactions and 888 catalyst types from USPTO. The task is: Predict which catalyst facilitates the given reaction. (1) Reactant: [N:1]1[C:2]([CH2:10][OH:11])=[CH:3][N:4]2[CH2:9][CH2:8][CH2:7][CH2:6][C:5]=12. Product: [N:1]1[C:2]([CH:10]=[O:11])=[CH:3][N:4]2[CH2:9][CH2:8][CH2:7][CH2:6][C:5]=12. The catalyst class is: 485. (2) Reactant: [N+:1]([C:4]1[CH:5]=[C:6]([CH:10]=[C:11]([N+:13]([O-:15])=[O:14])[CH:12]=1)[C:7]([OH:9])=[O:8])([O-:3])=[O:2].C(=O)([O-])O.[Na+].[I-].[Na+].Cl[CH2:24][CH2:25][CH2:26][CH2:27][CH2:28][CH2:29][OH:30]. Product: [N+:1]([C:4]1[CH:5]=[C:6]([CH:10]=[C:11]([N+:13]([O-:15])=[O:14])[CH:12]=1)[C:7]([O:9][CH2:24][CH2:25][CH2:26][CH2:27][CH2:28][CH2:29][OH:30])=[O:8])([O-:3])=[O:2]. The catalyst class is: 264.